Task: Regression. Given a peptide amino acid sequence and an MHC pseudo amino acid sequence, predict their binding affinity value. This is MHC class II binding data.. Dataset: Peptide-MHC class II binding affinity with 134,281 pairs from IEDB (1) The peptide sequence is YDKRLANVSTVLTGK. The MHC is DRB1_0404 with pseudo-sequence DRB1_0404. The binding affinity (normalized) is 0.750. (2) The peptide sequence is IGSRGRRSCRAARRP. The binding affinity (normalized) is 0.279. The MHC is DRB3_0202 with pseudo-sequence DRB3_0202. (3) The peptide sequence is EKKIFAATQFEPLAA. The MHC is HLA-DPA10201-DPB10501 with pseudo-sequence HLA-DPA10201-DPB10501. The binding affinity (normalized) is 0.634. (4) The peptide sequence is EELQIVDKIDAAFKI. The MHC is DRB1_1101 with pseudo-sequence DRB1_1101. The binding affinity (normalized) is 0.455. (5) The peptide sequence is TRILTIPQSLDSWWTSLNF. The MHC is HLA-DQA10301-DQB10302 with pseudo-sequence HLA-DQA10301-DQB10302. The binding affinity (normalized) is 0.434. (6) The peptide sequence is AAFKIAATAANSAPA. The MHC is HLA-DQA10104-DQB10503 with pseudo-sequence HLA-DQA10104-DQB10503. The binding affinity (normalized) is 0.588. (7) The peptide sequence is LGIISHLLKTRDNSV. The MHC is DRB1_0101 with pseudo-sequence DRB1_0101. The binding affinity (normalized) is 0.449. (8) The peptide sequence is IPEPTAAAIAYGLDR. The MHC is HLA-DQA10102-DQB10602 with pseudo-sequence HLA-DQA10102-DQB10602. The binding affinity (normalized) is 0.938.